Dataset: Catalyst prediction with 721,799 reactions and 888 catalyst types from USPTO. Task: Predict which catalyst facilitates the given reaction. (1) Reactant: I.[Br:2][C:3]1[CH:4]=[C:5]2[C:10]([NH:11][C@H:12]3[C@@H:16]([O:17][CH3:18])[CH2:15][NH:14][CH2:13]3)=[C:9]([C:19]([NH2:21])=[O:20])[CH:8]=[N:7][N:6]2[CH:22]=1.C(N(CC)C(C)C)(C)C.[CH3:32][S:33](Cl)(=[O:35])=[O:34]. Product: [Br:2][C:3]1[CH:4]=[C:5]2[C:10]([NH:11][C@H:12]3[C@@H:16]([O:17][CH3:18])[CH2:15][N:14]([S:33]([CH3:32])(=[O:35])=[O:34])[CH2:13]3)=[C:9]([C:19]([NH2:21])=[O:20])[CH:8]=[N:7][N:6]2[CH:22]=1. The catalyst class is: 4. (2) Product: [NH:7]1[C:15]2[C:10](=[CH:11][CH:12]=[CH:13][CH:14]=2)[CH2:9][CH2:8]1. The catalyst class is: 116. Reactant: [H-].[H-].[H-].[H-].[Li+].[Al+3].[NH:7]1[C:15]2[C:10](=[CH:11][CH:12]=[CH:13][CH:14]=2)[CH2:9][C:8]1=O.